From a dataset of Full USPTO retrosynthesis dataset with 1.9M reactions from patents (1976-2016). Predict the reactants needed to synthesize the given product. (1) Given the product [CH2:1]([O:4][C:5]1[CH:9]=[C:8]([CH2:10][CH2:11][CH2:12][OH:13])[N:7]([CH2:17][C:18]2[CH:19]=[CH:20][C:21]([C:24]([F:26])([F:27])[F:25])=[CH:22][CH:23]=2)[N:6]=1)[CH2:2][CH3:3], predict the reactants needed to synthesize it. The reactants are: [CH2:1]([O:4][C:5]1[CH:9]=[C:8]([CH2:10][CH2:11][C:12](OCC)=[O:13])[N:7]([CH2:17][C:18]2[CH:23]=[CH:22][C:21]([C:24]([F:27])([F:26])[F:25])=[CH:20][CH:19]=2)[N:6]=1)[CH2:2][CH3:3].[H-].C([Al+]CC(C)C)C(C)C.[Cl-].[NH4+]. (2) Given the product [ClH:24].[C:1]1([CH2:7][S:8]([NH:11][C:12]2[CH:13]=[CH:14][C:15]([C:16]([N:27]3[CH2:31][CH2:30][CH2:29][C@H:28]3[CH2:32][N:33]3[CH2:37][CH2:36][CH2:35][CH2:34]3)=[O:18])=[CH:19][CH:20]=2)(=[O:9])=[O:10])[CH:2]=[CH:3][CH:4]=[CH:5][CH:6]=1, predict the reactants needed to synthesize it. The reactants are: [C:1]1([CH2:7][S:8]([NH:11][C:12]2[CH:20]=[CH:19][C:15]([C:16]([OH:18])=O)=[CH:14][CH:13]=2)(=[O:10])=[O:9])[CH:6]=[CH:5][CH:4]=[CH:3][CH:2]=1.C(Cl)(=O)C([Cl:24])=O.[NH:27]1[CH2:31][CH2:30][CH2:29][C@H:28]1[CH2:32][N:33]1[CH2:37][CH2:36][CH2:35][CH2:34]1.CN1CCOCC1. (3) Given the product [O:34]=[C:29]1[CH2:30][CH2:31][C:32](=[O:33])[N:28]1[O:25][C:24]([C@@H:20]1[CH2:21][CH2:22][CH2:23][N:18]([C:16](=[O:17])[CH2:15][CH2:14][CH:11]2[CH2:10][CH2:9][N:8]([C:6]([O:5][C:1]([CH3:4])([CH3:2])[CH3:3])=[O:7])[CH2:13][CH2:12]2)[CH2:19]1)=[O:26], predict the reactants needed to synthesize it. The reactants are: [C:1]([O:5][C:6]([N:8]1[CH2:13][CH2:12][CH:11]([CH2:14][CH2:15][C:16]([N:18]2[CH2:23][CH2:22][CH2:21][C@@H:20]([C:24]([OH:26])=[O:25])[CH2:19]2)=[O:17])[CH2:10][CH2:9]1)=[O:7])([CH3:4])([CH3:3])[CH3:2].O[N:28]1[C:32](=[O:33])[CH2:31][CH2:30][C:29]1=[O:34].C1(N=C=NC2CCCCC2)CCCCC1. (4) Given the product [Br:24][C:25]1[CH:26]=[CH:27][C:28]([NH:35][C:36](=[O:38])[CH3:37])=[C:29]([CH3:30])[C:34]=1[Cl:1], predict the reactants needed to synthesize it. The reactants are: [Cl:1]C1C(C)=C(C=CC=1)N.C1(NC(=O)C)C2CCCCC=2C=CC=1.[Br:24][C:25]1[C:34]2CCC[CH2:30][C:29]=2[C:28]([NH:35][C:36](=[O:38])[CH3:37])=[CH:27][CH:26]=1. (5) Given the product [N:31]1[NH:32][C:33]([NH:36][C:17]([CH:14]2[CH2:13][CH2:12][N:11]([C:3]3[CH:2]=[N:1][C:10]4[C:5]([CH:4]=3)=[CH:6][CH:7]=[CH:8][CH:9]=4)[CH2:16][CH2:15]2)=[O:19])=[CH:34][CH:35]=1, predict the reactants needed to synthesize it. The reactants are: [N:1]1[C:10]2[C:5](=[CH:6][CH:7]=[CH:8][CH:9]=2)[CH:4]=[C:3]([N:11]2[CH2:16][CH2:15][CH:14]([C:17]([OH:19])=O)[CH2:13][CH2:12]2)[CH:2]=1.BrC1C=NC2C(C=1)=CC=CC=2.[N:31]1[NH:32][C:33]([NH2:36])=[CH:34][CH:35]=1. (6) Given the product [CH2:1]([CH:4]1[CH2:5][CH2:6][CH:7]([CH2:10][CH2:11][C:12]2[CH:13]=[CH:14][C:15]([CH:18]3[CH2:19][CH2:20][C:21]4([O:22][CH2:23][CH2:24][O:25]4)[CH2:26][CH2:27]3)=[CH:16][CH:17]=2)[CH2:8][CH2:9]1)[CH2:2][CH3:3], predict the reactants needed to synthesize it. The reactants are: [CH2:1]([CH:4]1[CH2:9][CH2:8][CH:7](/[CH:10]=[CH:11]/[C:12]2[CH:17]=[CH:16][C:15]([C:18]3[CH2:27][CH2:26][C:21]4([O:25][CH2:24][CH2:23][O:22]4)[CH2:20][CH:19]=3)=[CH:14][CH:13]=2)[CH2:6][CH2:5]1)[CH2:2][CH3:3]. (7) Given the product [Cl:26][C:23]1[S:22][C:18]2[N:19]=[CH:20][N:21]=[C:16]([NH:9][C:8]3[CH:10]=[CH:11][C:12]([F:14])=[CH:13][C:7]=3[O:6][CH:3]([CH2:2][F:1])[CH2:4][F:5])[C:17]=2[C:24]=1[CH3:25], predict the reactants needed to synthesize it. The reactants are: [F:1][CH2:2][CH:3]([O:6][C:7]1[CH:13]=[C:12]([F:14])[CH:11]=[CH:10][C:8]=1[NH2:9])[CH2:4][F:5].Cl[C:16]1[C:17]2[C:24]([CH3:25])=[C:23]([Cl:26])[S:22][C:18]=2[N:19]=[CH:20][N:21]=1.C1(C)C=CC(S(O)(=O)=O)=CC=1.